The task is: Predict the reactants needed to synthesize the given product.. This data is from Full USPTO retrosynthesis dataset with 1.9M reactions from patents (1976-2016). (1) Given the product [CH3:17][C:18]1([CH3:34])[CH2:23][CH:22]([CH2:24][NH:25][C:26]2[C:31]([F:32])=[CH:30][CH:29]=[C:28]([O:8][CH2:7][C:6]3[CH:9]=[CH:10][C:3]([O:2][CH3:1])=[CH:4][CH:5]=3)[N:27]=2)[CH2:21][CH2:20][O:19]1, predict the reactants needed to synthesize it. The reactants are: [CH3:1][O:2][C:3]1[CH:10]=[CH:9][C:6]([CH2:7][OH:8])=[CH:5][CH:4]=1.CC(C)([O-])C.[K+].[CH3:17][C:18]1([CH3:34])[CH2:23][CH:22]([CH2:24][NH:25][C:26]2[C:31]([F:32])=[CH:30][CH:29]=[C:28](F)[N:27]=2)[CH2:21][CH2:20][O:19]1.O. (2) Given the product [F:4][C:3]([F:6])([F:5])[C:1]([OH:7])=[O:2].[F:4][C:3]([F:6])([F:5])[C:1]([OH:7])=[O:2].[C:8]([CH2:10][C:11]1([N:24]2[CH:28]=[C:27]([C:29]3[C:30]4[CH:37]=[CH:36][NH:35][C:31]=4[N:32]=[CH:33][N:34]=3)[CH:26]=[N:25]2)[CH2:12][N:13]([C:15]2[CH:23]=[CH:22][C:18]([C:19]([NH:50][C@H:47]([CH3:46])[CH2:48][CH3:49])=[O:21])=[CH:17][CH:16]=2)[CH2:14]1)#[N:9], predict the reactants needed to synthesize it. The reactants are: [C:1]([OH:7])([C:3]([F:6])([F:5])[F:4])=[O:2].[C:8]([CH2:10][C:11]1([N:24]2[CH:28]=[C:27]([C:29]3[C:30]4[CH:37]=[CH:36][N:35](COCC[Si](C)(C)C)[C:31]=4[N:32]=[CH:33][N:34]=3)[CH:26]=[N:25]2)[CH2:14][N:13]([C:15]2[CH:23]=[CH:22][C:18]([C:19]([OH:21])=O)=[CH:17][CH:16]=2)[CH2:12]1)#[N:9].[CH3:46][C@@H:47]([NH2:50])[CH2:48][CH3:49]. (3) The reactants are: CC1(C)[O:6][CH:5]2[CH2:7][C:8]([CH3:21])([C:10]([NH:12][CH2:13][CH2:14][C:15]3[CH:20]=[CH:19][CH:18]=[CH:17][CH:16]=3)=[O:11])[CH2:9][CH:4]2[O:3]1.Cl. Given the product [OH:6][CH:5]1[CH:4]([OH:3])[CH2:9][C:8]([CH3:21])([C:10]([NH:12][CH2:13][CH2:14][C:15]2[CH:16]=[CH:17][CH:18]=[CH:19][CH:20]=2)=[O:11])[CH2:7]1, predict the reactants needed to synthesize it. (4) The reactants are: [C:1]([O:5][C:6](=[O:28])[N:7]([CH2:19][C:20]1[CH:25]=[CH:24][C:23]([CH2:26][NH2:27])=[CH:22][CH:21]=1)[CH2:8][CH2:9][CH2:10][CH2:11][N:12]([CH2:16][CH2:17][CH3:18])[CH2:13][CH2:14][CH3:15])([CH3:4])([CH3:3])[CH3:2].[NH:29]1[CH:33]=[CH:32][N:31]=[C:30]1[CH:34]=O. Given the product [C:1]([O:5][C:6](=[O:28])[N:7]([CH2:8][CH2:9][CH2:10][CH2:11][N:12]([CH2:13][CH2:14][CH3:15])[CH2:16][CH2:17][CH3:18])[CH2:19][C:20]1[CH:21]=[CH:22][C:23]([CH2:26][NH:27][CH2:34][C:30]2[NH:29][CH:33]=[CH:32][N:31]=2)=[CH:24][CH:25]=1)([CH3:3])([CH3:4])[CH3:2], predict the reactants needed to synthesize it.